From a dataset of NCI-60 drug combinations with 297,098 pairs across 59 cell lines. Regression. Given two drug SMILES strings and cell line genomic features, predict the synergy score measuring deviation from expected non-interaction effect. (1) Drug 1: CC1OCC2C(O1)C(C(C(O2)OC3C4COC(=O)C4C(C5=CC6=C(C=C35)OCO6)C7=CC(=C(C(=C7)OC)O)OC)O)O. Drug 2: CN1C=C(C=N1)C2=C3N=C(C(=C(N3N=C2)N)Br)C4CCCNC4. Cell line: UACC62. Synergy scores: CSS=49.5, Synergy_ZIP=-1.29, Synergy_Bliss=0.706, Synergy_Loewe=4.16, Synergy_HSA=7.06. (2) Drug 1: CC(C)(C#N)C1=CC(=CC(=C1)CN2C=NC=N2)C(C)(C)C#N. Drug 2: C1CCC(C(C1)N)N.C(=O)(C(=O)[O-])[O-].[Pt+4]. Cell line: HOP-62. Synergy scores: CSS=5.85, Synergy_ZIP=-5.00, Synergy_Bliss=-1.18, Synergy_Loewe=-2.52, Synergy_HSA=-2.67. (3) Drug 1: C1CN(P(=O)(OC1)NCCCl)CCCl. Drug 2: CC1C(C(CC(O1)OC2CC(CC3=C2C(=C4C(=C3O)C(=O)C5=C(C4=O)C(=CC=C5)OC)O)(C(=O)CO)O)N)O.Cl. Cell line: HT29. Synergy scores: CSS=39.1, Synergy_ZIP=3.16, Synergy_Bliss=3.18, Synergy_Loewe=-47.9, Synergy_HSA=1.87.